From a dataset of Forward reaction prediction with 1.9M reactions from USPTO patents (1976-2016). Predict the product of the given reaction. (1) The product is: [C:16]([N:13]1[CH2:14][CH2:15][CH:11]([OH:10])[CH:12]1[C:19]1[C:20]([O:34][C:35]2[CH:36]=[CH:37][C:38]([S:41]([CH3:44])(=[O:42])=[O:43])=[CH:39][CH:40]=2)=[CH:21][C:22]2[N:26]=[C:25]([C:27]3[CH:32]=[CH:31][CH:30]=[CH:29][N:28]=3)[NH:24][C:23]=2[CH:33]=1)(=[O:18])[CH3:17]. Given the reactants C(=O)([O-])[O-].[K+].[K+].C([O:10][CH:11]1[CH2:15][CH2:14][N:13]([C:16](=[O:18])[CH3:17])[CH:12]1[C:19]1[C:20]([O:34][C:35]2[CH:40]=[CH:39][C:38]([S:41]([CH3:44])(=[O:43])=[O:42])=[CH:37][CH:36]=2)=[CH:21][C:22]2[N:26]=[C:25]([C:27]3[CH:32]=[CH:31][CH:30]=[CH:29][N:28]=3)[NH:24][C:23]=2[CH:33]=1)(=O)C, predict the reaction product. (2) Given the reactants [NH2:1][C:2]1[CH:7]=[CH:6][CH:5]=[CH:4][C:3]=1[NH:8][C:9](=O)[C:10]1[CH:15]=[C:14]([Br:16])[CH:13]=[CH:12][C:11]=1[F:17], predict the reaction product. The product is: [Br:16][C:14]1[CH:13]=[CH:12][C:11]([F:17])=[C:10]([C:9]2[NH:8][C:3]3[CH:4]=[CH:5][CH:6]=[CH:7][C:2]=3[N:1]=2)[CH:15]=1. (3) Given the reactants [I:1][CH2:2][C:3]([NH2:5])=[O:4].[B-](F)(F)(F)F.CN(C(ON1C(=O)CCC1=O)=[N+](C)C)C.CCN(C(C)C)C(C)C.N[CH2:36][CH2:37][NH:38][C:39]([CH2:41][CH2:42][N:43]([CH2:65][C:66]([OH:68])=[O:67])[C:44]([CH2:46][CH2:47][CH2:48][CH2:49][CH2:50][CH2:51][CH2:52][CH2:53][CH2:54][CH2:55][CH2:56][CH2:57][CH2:58][CH2:59][CH2:60][CH2:61][C:62]([OH:64])=[O:63])=[O:45])=[O:40].Cl, predict the reaction product. The product is: [C:66]([CH2:65][N:43]([CH2:42][CH2:41][C:39](=[O:40])[NH:38][CH2:37][CH2:36][NH:5][C:3](=[O:4])[CH2:2][I:1])[C:44]([CH2:46][CH2:47][CH2:48][CH2:49][CH2:50][CH2:51][CH2:52][CH2:53][CH2:54][CH2:55][CH2:56][CH2:57][CH2:58][CH2:59][CH2:60][CH2:61][C:62]([OH:64])=[O:63])=[O:45])([OH:68])=[O:67]. (4) Given the reactants Br[CH2:2][C:3]1[CH:8]=[CH:7][C:6]([O:9][CH3:10])=[CH:5][C:4]=1[F:11].[C-:12]#[N:13].[K+], predict the reaction product. The product is: [F:11][C:4]1[CH:5]=[C:6]([O:9][CH3:10])[CH:7]=[CH:8][C:3]=1[CH2:2][C:12]#[N:13]. (5) Given the reactants CC(C)([O-])C.[K+].O1CCCC1.[Br:12][C:13]1[C:22]([Cl:23])=[C:21]2[C:16]([CH2:17][CH2:18][NH:19][C:20]2=[O:24])=[C:15]([Cl:25])[CH:14]=1.[CH2:26]([O:33][C:34]1[C:39]([CH2:40]Cl)=[C:38]([CH3:42])[CH:37]=[C:36]([CH3:43])[N:35]=1)[C:27]1[CH:32]=[CH:31][CH:30]=[CH:29][CH:28]=1, predict the reaction product. The product is: [CH2:26]([O:33][C:34]1[C:39]([CH2:40][N:19]2[CH2:18][CH2:17][C:16]3[C:21](=[C:22]([Cl:23])[C:13]([Br:12])=[CH:14][C:15]=3[Cl:25])[C:20]2=[O:24])=[C:38]([CH3:42])[CH:37]=[C:36]([CH3:43])[N:35]=1)[C:27]1[CH:32]=[CH:31][CH:30]=[CH:29][CH:28]=1. (6) Given the reactants [F:1][C:2]([F:21])([F:20])[O:3][C:4]1[CH:5]=[C:6]2[C:14](=[CH:15][CH:16]=1)[NH:13][C:12]1[CH2:11][CH2:10][CH:9]([C:17]([NH2:19])=O)[CH2:8][C:7]2=1.[H-].[Al+3].[Li+].[H-].[H-].[H-], predict the reaction product. The product is: [F:21][C:2]([F:1])([F:20])[O:3][C:4]1[CH:5]=[C:6]2[C:14](=[CH:15][CH:16]=1)[NH:13][C:12]1[CH2:11][CH2:10][CH:9]([CH2:17][NH2:19])[CH2:8][C:7]2=1. (7) Given the reactants [CH:1]([NH:5][C:6]([CH:8]([O:18][C:19]1[CH:24]=[CH:23][C:22]([C:25]#[N:26])=[C:21]([C:27]([F:30])([F:29])[F:28])[CH:20]=1)[C:9]([CH3:17])([CH3:16])[CH2:10]OS(C)(=O)=O)=[O:7])([CH2:3][CH3:4])[CH3:2].[H-].[Na+].[Cl-].[NH4+], predict the reaction product. The product is: [C@@H:1]([N:5]1[CH2:17][C:9]([CH3:16])([CH3:10])[C@@H:8]([O:18][C:19]2[CH:24]=[CH:23][C:22]([C:25]#[N:26])=[C:21]([C:27]([F:29])([F:30])[F:28])[CH:20]=2)[C:6]1=[O:7])([CH2:3][CH3:4])[CH3:2]. (8) Given the reactants Cl[C:2]1[N:7]=[C:6]([C:8]([O:10]CC)=O)[C:5]([N+:13]([O-])=O)=[C:4]([NH:16][CH:17]2[CH2:21][CH2:20][CH2:19][CH2:18]2)[N:3]=1.ClC1N=[C:27]([C:29]([O:31]CC)=O)[C:26]([N+]([O-])=O)=[C:25](Cl)N=1.[CH:38]1(N)[CH2:42]CCC1.C([N:47](C(C)C)CC)(C)C.[O:53]1[CH2:57]CCC1, predict the reaction product. The product is: [CH:17]1([N:16]2[C:57](=[O:53])[NH:13][C:5]3[C:4]2=[N:3][C:2]([C:26]2[CH:25]=[CH:38][CH:42]=[C:29]([OH:31])[CH:27]=2)=[N:7][C:6]=3[C:8]([NH2:47])=[O:10])[CH2:18][CH2:19][CH2:20][CH2:21]1.